Dataset: Catalyst prediction with 721,799 reactions and 888 catalyst types from USPTO. Task: Predict which catalyst facilitates the given reaction. (1) Reactant: [CH3:1][O:2][C:3]([CH:5]1[CH2:9][CH2:8][CH2:7][N:6]1[C:10]([O:12][C:13]([CH3:16])([CH3:15])[CH3:14])=[O:11])=[O:4].[Li+].C[Si]([N-][Si](C)(C)C)(C)C.I[CH2:28][CH2:29][CH2:30][CH3:31]. Product: [CH3:1][O:2][C:3]([C:5]1([CH2:28][CH2:29][CH2:30][CH3:31])[CH2:9][CH2:8][CH2:7][N:6]1[C:10]([O:12][C:13]([CH3:16])([CH3:15])[CH3:14])=[O:11])=[O:4]. The catalyst class is: 1. (2) Reactant: [NH2:1][C:2]1[S:3][CH:4]=[CH:5][N:6]=1.[C:7]([N:14]1[CH:18]=[CH:17]N=[CH:15]1)(N1C=CN=C1)=[O:8].CN[C:21]1[CH:26]=[CH:25][CH:24]=[CH:23][C:22]=1[O:27][C:28]1C=C[CH:31]=[CH:30][CH:29]=1.C(OCC)(=O)C. Product: [CH3:15][N:14]([C:18]1[CH:17]=[CH:31][CH:30]=[CH:29][C:28]=1[O:27][C:22]1[CH:23]=[CH:24][CH:25]=[CH:26][CH:21]=1)[C:7]([NH:1][C:2]1[S:3][CH:4]=[CH:5][N:6]=1)=[O:8]. The catalyst class is: 68.